This data is from Forward reaction prediction with 1.9M reactions from USPTO patents (1976-2016). The task is: Predict the product of the given reaction. Given the reactants [CH3:1][NH:2][C:3]([C:5]1[C:6]2[CH2:7][CH2:8][C:9]3([NH:18][C:19]=2[C:20]2[N:25]=[C:24]([CH3:26])[N:23]([CH3:27])[C:21]=2[CH:22]=1)[CH2:17][C:16]1[C:11](=[CH:12][CH:13]=[CH:14][CH:15]=1)[CH2:10]3)=[O:4].[CH3:28][S:29]([OH:32])(=[O:31])=[O:30], predict the reaction product. The product is: [CH3:28][S:29]([OH:32])(=[O:31])=[O:30].[CH3:1][NH:2][C:3]([C:5]1[C:6]2[CH2:7][CH2:8][C:9]3([NH:18][C:19]=2[C:20]2[N:25]=[C:24]([CH3:26])[N:23]([CH3:27])[C:21]=2[CH:22]=1)[CH2:17][C:16]1[C:11](=[CH:12][CH:13]=[CH:14][CH:15]=1)[CH2:10]3)=[O:4].